Dataset: Forward reaction prediction with 1.9M reactions from USPTO patents (1976-2016). Task: Predict the product of the given reaction. (1) Given the reactants Cl[CH2:2][CH2:3][CH2:4][O:5][C:6]1[CH:11]=[CH:10][C:9]([CH:12]2[C:17]([C:18]3[CH:23]=[CH:22][C:21]([OH:24])=[CH:20][CH:19]=3)=[C:16]([C:25]([F:28])([F:27])[F:26])[C:15]3[CH:29]=[CH:30][C:31]([OH:33])=[CH:32][C:14]=3[O:13]2)=[CH:8][CH:7]=1.C(=O)([O-])[O-].[K+].[K+].[I-].[K+].[NH:42]1[CH2:47][CH2:46][CH2:45][CH2:44][CH2:43]1, predict the reaction product. The product is: [OH:33][C:31]1[CH:30]=[CH:29][C:15]2[C:16]([C:25]([F:28])([F:27])[F:26])=[C:17]([C:18]3[CH:23]=[CH:22][C:21]([OH:24])=[CH:20][CH:19]=3)[CH:12]([C:9]3[CH:10]=[CH:11][C:6]([O:5][CH2:4][CH2:3][CH2:2][N:42]4[CH2:47][CH2:46][CH2:45][CH2:44][CH2:43]4)=[CH:7][CH:8]=3)[O:13][C:14]=2[CH:32]=1. (2) Given the reactants [C:1]([CH:3](O[Si](C)(C)C)[C:4]1[C:12]2[C:7](=[N:8][CH:9]=[CH:10][CH:11]=2)[NH:6][C:5]=1[C:13]([O:15][CH3:16])=[O:14])#[N:2].O([Si](C)(C)C)S(C(F)(F)F)(=O)=O.C([SiH](CC)CC)C, predict the reaction product. The product is: [C:1]([CH2:3][C:4]1[C:12]2[C:7](=[N:8][CH:9]=[CH:10][CH:11]=2)[NH:6][C:5]=1[C:13]([O:15][CH3:16])=[O:14])#[N:2]. (3) Given the reactants [C:1]([NH:4][C:5]1[S:6][C:7]([C:11]2[CH:16]=[CH:15][C:14]([S:17](Cl)(=[O:19])=[O:18])=[CH:13][CH:12]=2)=[C:8]([CH3:10])[N:9]=1)(=[O:3])[CH3:2].C(=O)([O-])[O-].[Na+].[Na+].[CH3:27][NH2:28].C(O)C, predict the reaction product. The product is: [CH3:10][C:8]1[N:9]=[C:5]([NH:4][C:1](=[O:3])[CH3:2])[S:6][C:7]=1[C:11]1[CH:16]=[CH:15][C:14]([S:17](=[O:19])(=[O:18])[NH:28][CH3:27])=[CH:13][CH:12]=1. (4) The product is: [Br:1][C:2]1[CH:9]=[CH:8][C:7]([F:10])=[CH:6][C:3]=1/[CH:4]=[N:17]/[S@:15]([C:12]([CH3:14])([CH3:13])[CH3:11])=[O:16]. Given the reactants [Br:1][C:2]1[CH:9]=[CH:8][C:7]([F:10])=[CH:6][C:3]=1[CH:4]=O.[CH3:11][C:12]([S@@:15]([NH2:17])=[O:16])([CH3:14])[CH3:13].CCOC(C)=O, predict the reaction product. (5) Given the reactants [CH2:1]([O:3][C:4]([C:6]1[C:16]([CH2:17][CH2:18][C:19](=[O:26])[C:20]2[CH:25]=[CH:24][CH:23]=[CH:22][CH:21]=2)=[C:15]([OH:27])[C:9]2[N:10]=[C:11]([CH3:14])[N:12]([CH3:13])[C:8]=2[CH:7]=1)=[O:5])[CH3:2].[BH4-].[Na+].[Cl-].[NH4+].O, predict the reaction product. The product is: [CH2:1]([O:3][C:4]([C:6]1[C:16]([CH2:17][CH2:18][CH:19]([OH:26])[C:20]2[CH:21]=[CH:22][CH:23]=[CH:24][CH:25]=2)=[C:15]([OH:27])[C:9]2[N:10]=[C:11]([CH3:14])[N:12]([CH3:13])[C:8]=2[CH:7]=1)=[O:5])[CH3:2]. (6) Given the reactants [O:1]=[C:2]1[CH2:6][CH2:5][CH:4]([C:7]([OH:9])=O)[CH2:3]1.C(Cl)CCl.C1C=C2N=NN(O)C2=CC=1.O.[Cl:25][C:26]1[CH:27]=[C:28]([CH:33]=[CH:34][C:35]=1[O:36][CH:37]([CH3:39])[CH3:38])/[C:29](=[N:31]/O)/[NH2:30], predict the reaction product. The product is: [Cl:25][C:26]1[CH:27]=[C:28]([C:29]2[N:31]=[C:7]([CH:4]3[CH2:5][CH2:6][C:2](=[O:1])[CH2:3]3)[O:9][N:30]=2)[CH:33]=[CH:34][C:35]=1[O:36][CH:37]([CH3:39])[CH3:38].